From a dataset of Reaction yield outcomes from USPTO patents with 853,638 reactions. Predict the reaction yield, written as a fraction of the theoretical maximum amount of product (1.0 means a 100% yield; for example, 0.34 means a 34% yield). The reactants are Br[C:2]1[N:7]=[C:6]([C:8]2[CH2:13][CH2:12][C:11]([CH3:15])([CH3:14])[CH2:10][CH:9]=2)[C:5]([NH:16][C:17]([C:19]2[N:20]([CH2:26][O:27][CH2:28][CH2:29][Si:30]([CH3:33])([CH3:32])[CH3:31])[CH:21]=[C:22]([C:24]#[N:25])[N:23]=2)=[O:18])=[CH:4][CH:3]=1.C([Sn](CCCC)(CCCC)[C:39]([O:41][CH2:42][CH3:43])=[CH2:40])CCC.CN(C=O)C. The catalyst is CCOC(C)=O.C1C=CC([P]([Pd]([P](C2C=CC=CC=2)(C2C=CC=CC=2)C2C=CC=CC=2)([P](C2C=CC=CC=2)(C2C=CC=CC=2)C2C=CC=CC=2)[P](C2C=CC=CC=2)(C2C=CC=CC=2)C2C=CC=CC=2)(C2C=CC=CC=2)C2C=CC=CC=2)=CC=1. The product is [CH3:14][C:11]1([CH3:15])[CH2:12][CH2:13][C:8]([C:6]2[C:5]([NH:16][C:17]([C:19]3[N:20]([CH2:26][O:27][CH2:28][CH2:29][Si:30]([CH3:33])([CH3:32])[CH3:31])[CH:21]=[C:22]([C:24]#[N:25])[N:23]=3)=[O:18])=[CH:4][CH:3]=[C:2]([C:39]([O:41][CH2:42][CH3:43])=[CH2:40])[N:7]=2)=[CH:9][CH2:10]1. The yield is 0.430.